Dataset: Peptide-MHC class I binding affinity with 185,985 pairs from IEDB/IMGT. Task: Regression. Given a peptide amino acid sequence and an MHC pseudo amino acid sequence, predict their binding affinity value. This is MHC class I binding data. (1) The peptide sequence is RTDGKVFQF. The binding affinity (normalized) is 0.202. The MHC is HLA-B58:02 with pseudo-sequence HLA-B58:02. (2) The peptide sequence is TEAEKWPFF. The MHC is HLA-B18:01 with pseudo-sequence HLA-B18:01. The binding affinity (normalized) is 0.651.